This data is from Serine/threonine kinase 33 screen with 319,792 compounds. The task is: Binary Classification. Given a drug SMILES string, predict its activity (active/inactive) in a high-throughput screening assay against a specified biological target. The drug is Clc1c(CSc2n(N)c(nn2)Cc2c3c(ccc2)cccc3)cccc1. The result is 0 (inactive).